Dataset: Full USPTO retrosynthesis dataset with 1.9M reactions from patents (1976-2016). Task: Predict the reactants needed to synthesize the given product. (1) Given the product [F:16][C:17]([F:29])([F:30])[C:18]1[CH:19]=[C:20]([NH:28][C:7]([C:6]2[CH:5]=[C:4]([C:10]3[CH:15]=[CH:14][CH:13]=[CH:12][CH:11]=3)[O:3][C:2]=2[CH3:1])=[O:8])[CH:21]=[C:22]([C:24]([F:25])([F:27])[F:26])[CH:23]=1, predict the reactants needed to synthesize it. The reactants are: [CH3:1][C:2]1[O:3][C:4]([C:10]2[CH:15]=[CH:14][CH:13]=[CH:12][CH:11]=2)=[CH:5][C:6]=1[C:7](Cl)=[O:8].[F:16][C:17]([F:30])([F:29])[C:18]1[CH:19]=[C:20]([NH2:28])[CH:21]=[C:22]([C:24]([F:27])([F:26])[F:25])[CH:23]=1.C(N(CC)C(C)C)(C)C.Cl.C([O-])(O)=O.[Na+]. (2) Given the product [Cl:1][C:2]1[CH:3]=[CH:4][C:5](/[CH:8]=[CH:9]/[C:10]2[CH:11]=[C:12]([CH:16]=[CH:17][C:18]=2[O:19][CH3:20])[C:13]([NH:21][CH2:22][CH2:23][O:24][CH2:25][CH2:26][OH:27])=[O:15])=[CH:6][CH:7]=1, predict the reactants needed to synthesize it. The reactants are: [Cl:1][C:2]1[CH:7]=[CH:6][C:5](/[CH:8]=[CH:9]/[C:10]2[CH:11]=[C:12]([CH:16]=[CH:17][C:18]=2[O:19][CH3:20])[C:13]([OH:15])=O)=[CH:4][CH:3]=1.[NH2:21][CH2:22][CH2:23][O:24][CH2:25][CH2:26][OH:27].